Dataset: Forward reaction prediction with 1.9M reactions from USPTO patents (1976-2016). Task: Predict the product of the given reaction. (1) Given the reactants [Br-].[C:2]([O:6][C:7]([N:9]1[C:17]2[CH:16]=[CH:15][N+:14]([CH:18]([C:26]3[CH:31]=[CH:30][CH:29]=[CH:28][C:27]=3[Cl:32])[CH2:19][CH2:20][CH2:21][CH2:22][CH:23]([CH3:25])[CH3:24])=[CH:13][C:12]=2[CH:11]=[CH:10]1)=[O:8])([CH3:5])([CH3:4])[CH3:3].[BH4-].[Na+], predict the reaction product. The product is: [C:2]([O:6][C:7]([N:9]1[C:17]2[CH2:16][CH2:15][N:14]([CH:18]([C:26]3[CH:31]=[CH:30][CH:29]=[CH:28][C:27]=3[Cl:32])[CH2:19][CH2:20][CH2:21][CH2:22][C:23]([C:7]([O:6][CH2:2][CH3:3])=[O:8])([CH3:24])[CH3:25])[CH2:13][C:12]=2[CH:11]=[CH:10]1)=[O:8])([CH3:4])([CH3:5])[CH3:3]. (2) The product is: [C:1]1([C@H:7]([N:9]2[CH:20]3[CH2:19][N:18]([C:17]([O:16][CH2:14][CH3:15])=[O:25])[CH2:22][CH:23]3[CH2:24][CH2:10]2)[CH3:8])[CH:6]=[CH:5][CH:4]=[CH:3][CH:2]=1. Given the reactants [C:1]1([C@H:7]([NH:9][CH2:10]C(O)=O)[CH3:8])[CH:6]=[CH:5][CH:4]=[CH:3][CH:2]=1.[CH2:14]([O:16][C:17](=[O:25])[N:18]([CH2:22][CH:23]=[CH2:24])[CH2:19][CH:20]=O)[CH3:15], predict the reaction product. (3) Given the reactants [C:1]([C:5]1[N:10]=[CH:9][C:8]([C:11]2[N:12]([C:32]([N:34]3[CH2:39][CH2:38][CH:37]([CH2:40][C:41]([OH:43])=O)[CH2:36][CH2:35]3)=[O:33])[C@@:13]([C:25]3[CH:30]=[CH:29][C:28]([Cl:31])=[CH:27][CH:26]=3)([CH3:24])[C@@:14]([C:17]3[CH:22]=[CH:21][C:20]([Cl:23])=[CH:19][CH:18]=3)([CH3:16])[N:15]=2)=[C:7]([O:44][CH2:45][CH3:46])[CH:6]=1)([CH3:4])([CH3:3])[CH3:2].[CH2:47]([O:49][CH2:50][CH:51]1[CH2:56][CH2:55][NH:54][CH2:53][CH2:52]1)[CH3:48], predict the reaction product. The product is: [C:1]([C:5]1[N:10]=[CH:9][C:8]([C:11]2[N:12]([C:32]([N:34]3[CH2:35][CH2:36][CH:37]([CH2:40][C:41]([N:54]4[CH2:55][CH2:56][CH:51]([CH2:50][O:49][CH2:47][CH3:48])[CH2:52][CH2:53]4)=[O:43])[CH2:38][CH2:39]3)=[O:33])[C@@:13]([C:25]3[CH:26]=[CH:27][C:28]([Cl:31])=[CH:29][CH:30]=3)([CH3:24])[C@@:14]([C:17]3[CH:18]=[CH:19][C:20]([Cl:23])=[CH:21][CH:22]=3)([CH3:16])[N:15]=2)=[C:7]([O:44][CH2:45][CH3:46])[CH:6]=1)([CH3:4])([CH3:3])[CH3:2]. (4) The product is: [CH3:28][O:27][CH2:26][CH2:25][CH2:24][O:23][C:17]1[CH:16]=[C:15]([CH:20]=[CH:19][C:18]=1[O:50][CH3:49])[CH2:14][C@H:10]([CH:11]([CH3:13])[CH3:12])[CH2:9][CH:8]([NH:29][C:30](=[O:36])[O:31][C:32]([CH3:33])([CH3:35])[CH3:34])[CH2:6][OH:7]. Given the reactants C(O[C:6]([CH:8]([NH:29][C:30](=[O:36])[O:31][C:32]([CH3:35])([CH3:34])[CH3:33])[CH2:9][C@H:10]([CH2:14][C:15]1[CH:20]=[CH:19][C:18](CC)=[C:17]([O:23][CH2:24][CH2:25][CH2:26][O:27][CH3:28])[CH:16]=1)[CH:11]([CH3:13])[CH3:12])=[O:7])(C)(C)C.[H-].C([Al+]CC(C)C)C(C)C.C1C[O:50][CH2:49]C1, predict the reaction product.